From a dataset of Forward reaction prediction with 1.9M reactions from USPTO patents (1976-2016). Predict the product of the given reaction. (1) Given the reactants [ClH:1].[N:2]12[CH2:9][CH2:8][CH:5]([CH2:6][CH2:7]1)[C@@H:4]([NH:10][C:11]([C:13]1[S:14][C:15]3[C:21]([C:22]4[CH:23]=[C:24]([CH:28]=[CH:29][CH:30]=4)[C:25](O)=[O:26])=[CH:20][CH:19]=[CH:18][C:16]=3[CH:17]=1)=[O:12])[CH2:3]2.[CH3:31][O:32][CH2:33][CH2:34][NH:35][CH3:36], predict the reaction product. The product is: [ClH:1].[N:2]12[CH2:9][CH2:8][CH:5]([CH2:6][CH2:7]1)[C@@H:4]([NH:10][C:11]([C:13]1[S:14][C:15]3[C:21]([C:22]4[CH:30]=[CH:29][CH:28]=[C:24]([C:25]([N:35]([CH2:34][CH2:33][O:32][CH3:31])[CH3:36])=[O:26])[CH:23]=4)=[CH:20][CH:19]=[CH:18][C:16]=3[CH:17]=1)=[O:12])[CH2:3]2. (2) Given the reactants [Cl:1][C:2]1[CH:7]=[CH:6][CH:5]=[CH:4][C:3]=1[C:8]([C:11]1[N:12]([C:21]2[CH:26]=[CH:25][C:24]([C:27]3[CH:32]=[CH:31][CH:30]=[C:29]([S:33]([CH3:36])(=[O:35])=[O:34])[CH:28]=3)=[CH:23][CH:22]=2)[CH:13]=[C:14]([CH:16]2[CH2:20][CH2:19][CH2:18][NH:17]2)[N:15]=1)([CH3:10])[CH3:9].C(N(CC)CC)C.[CH3:44][O:45][C:46](Cl)=[O:47], predict the reaction product. The product is: [Cl:1][C:2]1[CH:7]=[CH:6][CH:5]=[CH:4][C:3]=1[C:8]([C:11]1[N:12]([C:21]2[CH:26]=[CH:25][C:24]([C:27]3[CH:32]=[CH:31][CH:30]=[C:29]([S:33]([CH3:36])(=[O:35])=[O:34])[CH:28]=3)=[CH:23][CH:22]=2)[CH:13]=[C:14]([CH:16]2[CH2:20][CH2:19][CH2:18][N:17]2[C:46]([O:45][CH3:44])=[O:47])[N:15]=1)([CH3:10])[CH3:9]. (3) Given the reactants [Cl:1][C:2]1[CH:21]=[CH:20][C:5]([CH2:6][C:7]2[C:8]([CH3:19])=[C:9]([CH3:18])[C:10]([OH:17])=[C:11]([CH:16]=2)[C:12]([O:14][CH3:15])=[O:13])=[CH:4][CH:3]=1.[H-].[Na+].C1C=CC(N([S:31]([C:34]([F:37])([F:36])[F:35])(=[O:33])=[O:32])[S:31]([C:34]([F:37])([F:36])[F:35])(=[O:33])=[O:32])=CC=1.Cl, predict the reaction product. The product is: [Cl:1][C:2]1[CH:21]=[CH:20][C:5]([CH2:6][C:7]2[C:8]([CH3:19])=[C:9]([CH3:18])[C:10]([O:17][S:31]([C:34]([F:37])([F:36])[F:35])(=[O:33])=[O:32])=[C:11]([CH:16]=2)[C:12]([O:14][CH3:15])=[O:13])=[CH:4][CH:3]=1. (4) Given the reactants [Cl:1][C:2]1[CH:3]=[C:4]2[CH:10]=[CH:9][NH:8][C:5]2=[N:6][CH:7]=1.[CH2:11]([O:18][C:19]1[C:20]([O:27][CH2:28][CH:29]2[CH2:31][CH2:30]2)=[C:21]([CH:24]=[CH:25][CH:26]=1)[CH:22]=[O:23])[C:12]1[CH:17]=[CH:16][CH:15]=[CH:14][CH:13]=1.[OH-].[K+].O, predict the reaction product. The product is: [CH2:11]([O:18][C:19]1[C:20]([O:27][CH2:28][CH:29]2[CH2:31][CH2:30]2)=[C:21]([CH:22]([C:10]2[C:4]3[C:5](=[N:6][CH:7]=[C:2]([Cl:1])[CH:3]=3)[NH:8][CH:9]=2)[OH:23])[CH:24]=[CH:25][CH:26]=1)[C:12]1[CH:13]=[CH:14][CH:15]=[CH:16][CH:17]=1.